Task: Token-level Classification. Given an antigen amino acid sequence, predict which amino acid positions are active epitope sites capable of antibody binding. Output is a list of indices for active positions.. Dataset: B-cell epitopes from PDB crystal structures with 447 antigens Given the antigen sequence: VVKFMDVYQRSYCHPIETLVDIFQEYPDEIEYIFKPSCVPLMRCGGCCNDEGLECVPTEESNITMQIMRIKPHQGQHIGEMSFLQHNKCECRPKK, which amino acid positions are active epitope sites? The epitope positions are: [2, 3, 4, 5, 6, 7, 8, 9, 10, 11, 12, 13, 15, 31, 32, 34, 36, 38, 48, 49... (45 total positions)]. The amino acids at these positions are: KFMDVYQRSYCHIYIKSVNDEGLECVPQIM....